This data is from Peptide-MHC class II binding affinity with 134,281 pairs from IEDB. The task is: Regression. Given a peptide amino acid sequence and an MHC pseudo amino acid sequence, predict their binding affinity value. This is MHC class II binding data. (1) The peptide sequence is ANGYFSGHVIPACKN. The MHC is DRB1_0901 with pseudo-sequence DRB1_0901. The binding affinity (normalized) is 0.390. (2) The binding affinity (normalized) is 0.513. The peptide sequence is NVKCKTPTQLAETID. The MHC is DRB5_0101 with pseudo-sequence DRB5_0101. (3) The peptide sequence is LRIAAKIYSEADEAW. The MHC is HLA-DQA10301-DQB10302 with pseudo-sequence HLA-DQA10301-DQB10302. The binding affinity (normalized) is 0.417. (4) The peptide sequence is FLAVALVAGPAGSYA. The MHC is HLA-DQA10102-DQB10602 with pseudo-sequence HLA-DQA10102-DQB10602. The binding affinity (normalized) is 0.171. (5) The peptide sequence is INEPTAAAIAYALDR. The MHC is HLA-DQA10102-DQB10602 with pseudo-sequence HLA-DQA10102-DQB10602. The binding affinity (normalized) is 0.789. (6) The peptide sequence is PNYLALLVKYVDGDG. The MHC is DRB5_0101 with pseudo-sequence DRB5_0101. The binding affinity (normalized) is 0.382. (7) The binding affinity (normalized) is 0.594. The peptide sequence is NAQRFGISNYCQI. The MHC is HLA-DPA10201-DPB10101 with pseudo-sequence HLA-DPA10201-DPB10101.